Dataset: Forward reaction prediction with 1.9M reactions from USPTO patents (1976-2016). Task: Predict the product of the given reaction. Given the reactants [CH:1]1[C:14]2[C:15]3=[C:16]4[C:11](=[CH:12][CH:13]=2)[CH:10]=[CH:9][CH:8]=[C:7]4[CH:6]=[CH:5][C:4]3=[CH:3][CH:2]=1.[C:17](Cl)([CH3:20])([CH3:19])[CH3:18].ClCCl.[Cl-].[Al+3].[Cl-].[Cl-], predict the reaction product. The product is: [C:17]([C:9]1[CH:10]=[C:11]2[C:16]3=[C:15]4[C:4]([CH:3]=[CH:2][CH:1]=[C:14]4[CH:13]=[CH:12]2)=[CH:5][CH:6]=[C:7]3[CH:8]=1)([CH3:20])([CH3:19])[CH3:18].